This data is from Catalyst prediction with 721,799 reactions and 888 catalyst types from USPTO. The task is: Predict which catalyst facilitates the given reaction. (1) Reactant: [Cl:1][C:2]1[CH:7]=[CH:6][C:5]([N:8]2[C:17](=[O:18])[C:16]3[C:11](=[CH:12][C:13]([O:21]C)=[CH:14][C:15]=3[O:19]C)[N:10]=[C:9]2[CH:23]([CH3:25])[CH3:24])=[CH:4][CH:3]=1.B(Br)(Br)Br.C([O-])(O)=O.[Na+]. Product: [Cl:1][C:2]1[CH:3]=[CH:4][C:5]([N:8]2[C:17](=[O:18])[C:16]3[C:11](=[CH:12][C:13]([OH:21])=[CH:14][C:15]=3[OH:19])[N:10]=[C:9]2[CH:23]([CH3:25])[CH3:24])=[CH:6][CH:7]=1. The catalyst class is: 2. (2) Reactant: [Cl:1][C:2]1[CH:32]=[CH:31][CH:30]=[C:29]([C:33]([F:36])([F:35])[F:34])[C:3]=1[C:4]([N:6]1[C:14]2[C:9](=NC=[C:12]([C:15](O)=[O:16])[CH:13]=2)[C:8]([C:18]2[CH:23]=[CH:22][C:21]([C:24]([O:26][CH3:27])=[O:25])=[CH:20][C:19]=2F)=[N:7]1)=[O:5].[NH:37]1[CH2:42][CH2:41][O:40][CH2:39][CH2:38]1.[CH2:43]1CN([P+](ON2N=NC3C=CC=NC2=3)(N2CCCC2)N2CCCC2)C[CH2:44]1.F[P-](F)(F)(F)(F)F. Product: [Cl:1][C:2]1[CH:32]=[CH:31][CH:30]=[C:29]([C:33]([F:34])([F:35])[F:36])[C:3]=1[C:4]([N:6]1[C:14]2[C:9](=[CH:43][CH:44]=[C:12]([C:15]([N:37]3[CH2:42][CH2:41][O:40][CH2:39][CH2:38]3)=[O:16])[CH:13]=2)[C:8]([C:18]2[CH:23]=[CH:22][C:21]([C:24]([O:26][CH3:27])=[O:25])=[CH:20][CH:19]=2)=[N:7]1)=[O:5]. The catalyst class is: 91. (3) Reactant: Br[C:2]1[CH:3]=[C:4]([CH:21]=[CH:22][CH:23]=1)[O:5][CH2:6][C:7]1[C:12]([CH3:13])=[CH:11][CH:10]=[CH:9][C:8]=1[N:14]1[C:18](=[O:19])[N:17]([CH3:20])[N:16]=[N:15]1.[B:24]1([B:24]2[O:28][C:27]([CH3:30])([CH3:29])[C:26]([CH3:32])([CH3:31])[O:25]2)[O:28][C:27]([CH3:30])([CH3:29])[C:26]([CH3:32])([CH3:31])[O:25]1.C([O-])(=O)C.[K+].CS(C)=O. Product: [CH3:20][N:17]1[C:18](=[O:19])[N:14]([C:8]2[CH:9]=[CH:10][CH:11]=[C:12]([CH3:13])[C:7]=2[CH2:6][O:5][C:4]2[CH:21]=[CH:22][CH:23]=[C:2]([B:24]3[O:28][C:27]([CH3:30])([CH3:29])[C:26]([CH3:32])([CH3:31])[O:25]3)[CH:3]=2)[N:15]=[N:16]1. The catalyst class is: 6.